The task is: Predict which catalyst facilitates the given reaction.. This data is from Catalyst prediction with 721,799 reactions and 888 catalyst types from USPTO. (1) Reactant: C1(P(C2CCCCC2)C2CCCCC2)CCCCC1.[CH2:20]([O:22][C:23]([C:25]1[NH:26][C:27]2[C:32]([C:33]=1I)=[CH:31][C:30]([C:35]1[CH:40]=[CH:39][C:38]([C:41]([F:44])([F:43])[F:42])=[CH:37][CH:36]=1)=[CH:29][CH:28]=2)=[O:24])[CH3:21].[CH:45]([O:48][C:49]1[CH:54]=[CH:53][C:52](B2OC(C)(C)C(C)(C)O2)=[CH:51][N:50]=1)([CH3:47])[CH3:46].C([O-])([O-])=O.[Na+].[Na+]. The catalyst class is: 62. Product: [CH2:20]([O:22][C:23]([C:25]1[NH:26][C:27]2[C:32]([C:33]=1[C:52]1[CH:51]=[N:50][C:49]([O:48][CH:45]([CH3:47])[CH3:46])=[CH:54][CH:53]=1)=[CH:31][C:30]([C:35]1[CH:40]=[CH:39][C:38]([C:41]([F:44])([F:43])[F:42])=[CH:37][CH:36]=1)=[CH:29][CH:28]=2)=[O:24])[CH3:21]. (2) Reactant: C1(P(C2CCCCC2)C2C=CC=CC=2C2C=CC=CC=2)CCCCC1.[CH3:26][O:27][C:28]1[CH:29]=[C:30]([NH2:40])[CH:31]=[CH:32][C:33]=1[N:34]1[CH:38]=[N:37][C:36]([CH3:39])=[N:35]1.[CH2:41]([C:48]1[CH:53]=[C:52]([CH3:54])[N:51]=[C:50](Cl)[N:49]=1)[C:42]1[CH:47]=[CH:46][CH:45]=[CH:44][CH:43]=1.O. Product: [CH2:41]([C:48]1[CH:53]=[C:52]([CH3:54])[N:51]=[C:50]([NH:40][C:30]2[CH:31]=[CH:32][C:33]([N:34]3[CH:38]=[N:37][C:36]([CH3:39])=[N:35]3)=[C:28]([O:27][CH3:26])[CH:29]=2)[N:49]=1)[C:42]1[CH:43]=[CH:44][CH:45]=[CH:46][CH:47]=1. The catalyst class is: 160. (3) Reactant: C([O:4][C@@H:5]1[C@@H:9]([CH:10](I)O)[O:8][C@@H:7]([N:13]2[CH:20]=[CH:19][C:17](=[O:18])[NH:16][C:14]2=[O:15])[CH2:6]1)(=O)C.CCN(C(C)C)C(C)C.C(=O)([O-])[O-].[K+].[K+].[Cl-].[NH4+]. Product: [C@@H:7]1([N:13]2[CH:20]=[CH:19][C:17](=[O:18])[NH:16][C:14]2=[O:15])[O:8][C@H:9]([CH3:10])[C@@H:5]([OH:4])[CH2:6]1. The catalyst class is: 123.